This data is from Full USPTO retrosynthesis dataset with 1.9M reactions from patents (1976-2016). The task is: Predict the reactants needed to synthesize the given product. (1) Given the product [CH3:20][O:19][CH2:18][CH2:17][O:16][C:4]1[CH:5]=[C:6]2[C:10](=[C:2]([NH:1][S:28]([C:23]3[CH:24]=[CH:25][CH:26]=[CH:27][N:22]=3)(=[O:30])=[O:29])[CH:3]=1)[NH:9][C:8]([C:11]([O:13][CH2:14][CH3:15])=[O:12])=[CH:7]2, predict the reactants needed to synthesize it. The reactants are: [NH2:1][C:2]1[CH:3]=[C:4]([O:16][CH2:17][CH2:18][O:19][CH3:20])[CH:5]=[C:6]2[C:10]=1[NH:9][C:8]([C:11]([O:13][CH2:14][CH3:15])=[O:12])=[CH:7]2.Cl.[N:22]1[CH:27]=[CH:26][CH:25]=[CH:24][C:23]=1[S:28](Cl)(=[O:30])=[O:29]. (2) Given the product [Cl:1][C:2]1[CH:3]=[C:4]([CH2:9][CH2:10][C:11]([C:13]2[S:20][C:19]([CH3:21])=[C:18]3[C:14]=2[CH2:15][C@H:16]2[C:22]([CH3:24])([CH3:23])[C@H:17]23)=[O:12])[CH:5]=[CH:6][C:7]=1[O:8][CH2:25][CH:27]1[CH2:28][O:29]1, predict the reactants needed to synthesize it. The reactants are: [Cl:1][C:2]1[CH:3]=[C:4]([CH2:9][CH2:10][C:11]([C:13]2[S:20][C:19]([CH3:21])=[C:18]3[C:14]=2[CH2:15][C@H:16]2[C:22]([CH3:24])([CH3:23])[C@H:17]23)=[O:12])[CH:5]=[CH:6][C:7]=1[OH:8].[CH2:25]([CH:27]1[O:29][CH2:28]1)Cl. (3) The reactants are: [C:1]([NH:4][C:5]1[CH:10]=[C:9]([C:11]2[S:12][C:13]([C:23]([O:25]CC)=[O:24])=[C:14]([C:16]3[CH:21]=[CH:20][CH:19]=[CH:18][C:17]=3[Cl:22])[N:15]=2)[CH:8]=[CH:7][N:6]=1)(=[O:3])[CH3:2].O.[OH-].[Li+].Cl. Given the product [C:1]([NH:4][C:5]1[CH:10]=[C:9]([C:11]2[S:12][C:13]([C:23]([OH:25])=[O:24])=[C:14]([C:16]3[CH:21]=[CH:20][CH:19]=[CH:18][C:17]=3[Cl:22])[N:15]=2)[CH:8]=[CH:7][N:6]=1)(=[O:3])[CH3:2], predict the reactants needed to synthesize it.